From a dataset of Reaction yield outcomes from USPTO patents with 853,638 reactions. Predict the reaction yield, written as a fraction of the theoretical maximum amount of product (1.0 means a 100% yield; for example, 0.34 means a 34% yield). (1) The reactants are [C:1]([C:3]1[C:4]([CH:19]([C:21]2[CH:30]=[CH:29][C:28]3[C:23](=[CH:24][CH:25]=[CH:26][CH:27]=3)[CH:22]=2)[CH3:20])=[C:5]([C:14]([O:16]CC)=[O:15])[S:6][C:7]=1[N:8]1[CH2:13][CH2:12][O:11][CH2:10][CH2:9]1)#[N:2].[OH-].[Na+].Cl. The catalyst is O1CCCC1.CO.O. The product is [C:1]([C:3]1[C:4]([CH:19]([C:21]2[CH:30]=[CH:29][C:28]3[C:23](=[CH:24][CH:25]=[CH:26][CH:27]=3)[CH:22]=2)[CH3:20])=[C:5]([C:14]([OH:16])=[O:15])[S:6][C:7]=1[N:8]1[CH2:13][CH2:12][O:11][CH2:10][CH2:9]1)#[N:2]. The yield is 0.975. (2) The reactants are [CH3:1][O:2][C:3]([C:5]1[N:6]=[C:7]([NH:10][C:11](=[O:36])[C@@H:12]([NH:21][C:22](=[O:35])[C@@H:23]([C:25]2[CH:30]=[CH:29][C:28]([NH:31][C:32](=[O:34])[CH3:33])=[CH:27][CH:26]=2)[NH2:24])[C@H:13]([C:15]2[CH:20]=[CH:19][CH:18]=[CH:17][CH:16]=2)[CH3:14])[S:8][CH:9]=1)=[O:4].[O:37]=[C:38](Cl)OC(Cl)(Cl)Cl. The catalyst is ClCCl.C(OCC)(=O)C. The product is [CH3:1][O:2][C:3]([C:5]1[N:6]=[C:7]([NH:10][C:11](=[O:36])[C@@H:12]([N:21]2[C:22](=[O:35])[C@@H:23]([C:25]3[CH:30]=[CH:29][C:28]([NH:31][C:32](=[O:34])[CH3:33])=[CH:27][CH:26]=3)[NH:24][C:38]2=[O:37])[C@H:13]([C:15]2[CH:16]=[CH:17][CH:18]=[CH:19][CH:20]=2)[CH3:14])[S:8][CH:9]=1)=[O:4]. The yield is 0.740. (3) The reactants are [Cl:1][CH2:2][CH2:3][CH2:4][O:5][C:6]1[CH:7]=[C:8]([C:17]2[S:25][C:24]3[C:19](=[N:20][CH:21]=[CH:22][C:23]=3[O:26][C:27]3[CH:32]=[CH:31][C:30]([N+:33]([O-])=O)=[CH:29][C:28]=3[F:36])[CH:18]=2)[CH:9]=[CH:10][C:11]=1[O:12][CH2:13][CH2:14][CH2:15][Cl:16].[NH4+].[Cl-]. The catalyst is CO.O.C(OCC)(=O)C.[Fe]. The product is [Cl:1][CH2:2][CH2:3][CH2:4][O:5][C:6]1[CH:7]=[C:8]([C:17]2[S:25][C:24]3[C:19](=[N:20][CH:21]=[CH:22][C:23]=3[O:26][C:27]3[CH:32]=[CH:31][C:30]([NH2:33])=[CH:29][C:28]=3[F:36])[CH:18]=2)[CH:9]=[CH:10][C:11]=1[O:12][CH2:13][CH2:14][CH2:15][Cl:16]. The yield is 0.830. (4) The reactants are I[C:2]1[CH:8]=[C:7]([C:9]([F:12])([F:11])[F:10])[CH:6]=[CH:5][C:3]=1[NH2:4].[CH2:13]([Si:15]([CH2:23][CH3:24])([CH2:21][CH3:22])[C:16]#[C:17][CH2:18][CH2:19][OH:20])[CH3:14].[Cl-].[Li+].C(=O)([O-])[O-].[Na+].[Na+]. The catalyst is CN(C=O)C.C1(P([C-]2C=CC=C2)C2C=CC=CC=2)C=CC=CC=1.[C-]1(P(C2C=CC=CC=2)C2C=CC=CC=2)C=CC=C1.[Fe+2].[Pd](Cl)Cl. The product is [CH2:23]([Si:15]([CH2:13][CH3:14])([CH2:21][CH3:22])[C:16]1[NH:4][C:3]2[C:2]([C:17]=1[CH2:18][CH2:19][OH:20])=[CH:8][C:7]([C:9]([F:12])([F:11])[F:10])=[CH:6][CH:5]=2)[CH3:24]. The yield is 0.610. (5) The reactants are FC(F)(F)C(O)=O.[Cl:8][C:9]1[CH:14]=[CH:13][C:12]([C:15]2([C:35]#[N:36])[CH:19]([CH2:20][C:21]([CH3:24])([CH3:23])[CH3:22])[NH:18][CH:17]([C:25](O)=[O:26])[CH:16]2[C:28]2[CH:33]=[CH:32][CH:31]=[C:30]([Cl:34])[CH:29]=2)=[C:11]([O:37][CH3:38])[CH:10]=1.CC1(C)[O:44][C@@H:43]([CH2:45][CH2:46][NH2:47])[CH2:42][O:41]1.CN(C(ON1N=NC2C=CC=NC1=2)=[N+](C)C)C.F[P-](F)(F)(F)(F)F.CCN(C(C)C)C(C)C.Cl. The catalyst is C(Cl)Cl.O1CCCC1. The product is [OH:44][C@H:43]([CH2:42][OH:41])[CH2:45][CH2:46][NH:47][C:25]([CH:17]1[CH:16]([C:28]2[CH:33]=[CH:32][CH:31]=[C:30]([Cl:34])[CH:29]=2)[C:15]([C:12]2[CH:13]=[CH:14][C:9]([Cl:8])=[CH:10][C:11]=2[O:37][CH3:38])([C:35]#[N:36])[CH:19]([CH2:20][C:21]([CH3:24])([CH3:23])[CH3:22])[NH:18]1)=[O:26]. The yield is 0.840. (6) The reactants are I[C:2]1[CH:8]=[CH:7][CH:6]=[CH:5][C:3]=1[NH2:4].[C:9]([C:13]1[CH:18]=[CH:17][C:16]([SH:19])=[CH:15][CH:14]=1)([CH3:12])([CH3:11])[CH3:10].C([O-])([O-])=O.[K+].[K+].C(O)CO. The catalyst is [Cu]I.CC(O)C. The product is [C:9]([C:13]1[CH:14]=[CH:15][C:16]([S:19][C:2]2[CH:8]=[CH:7][CH:6]=[CH:5][C:3]=2[NH2:4])=[CH:17][CH:18]=1)([CH3:12])([CH3:10])[CH3:11]. The yield is 0.900.